Task: Predict the reactants needed to synthesize the given product.. Dataset: Full USPTO retrosynthesis dataset with 1.9M reactions from patents (1976-2016) Given the product [CH2:27]([O:17][C:4]1[CH:5]=[C:6]([CH:7]=[C:2]([F:1])[C:3]=1[N:18]1[CH2:19][C:20](=[O:25])[NH:21][S:22]1(=[O:23])=[O:24])[CH2:27][C:28]1[CH:33]=[CH:32][C:31]([CH3:34])=[CH:30][C:29]=1[O:35][S:36]([CH3:39])(=[O:38])=[O:37])[C:28]1[CH:33]=[CH:32][CH:31]=[CH:30][CH:29]=1, predict the reactants needed to synthesize it. The reactants are: [F:1][C:2]1[CH:7]=[C:6](B2OC(C)(C)C(C)(C)O2)[CH:5]=[C:4]([OH:17])[C:3]=1[N:18]1[S:22](=[O:24])(=[O:23])[NH:21][C:20](=[O:25])[CH2:19]1.Br[CH2:27][C:28]1[CH:33]=[CH:32][C:31]([CH3:34])=[CH:30][C:29]=1[O:35][S:36]([CH3:39])(=[O:38])=[O:37].C([O-])([O-])=O.[Na+].[Na+].Cl.